Predict the product of the given reaction. From a dataset of Forward reaction prediction with 1.9M reactions from USPTO patents (1976-2016). (1) Given the reactants [C:1]1([CH2:7][CH2:8][S:9](Cl)(=[O:11])=[O:10])[CH:6]=[CH:5][CH:4]=[CH:3][CH:2]=1.[NH3:13].Cl, predict the reaction product. The product is: [C:1]1([CH2:7][CH2:8][S:9]([NH2:13])(=[O:11])=[O:10])[CH:6]=[CH:5][CH:4]=[CH:3][CH:2]=1. (2) Given the reactants F[C:2]1[CH:7]=[C:6]([C:8]2[CH:37]=[CH:36][C:11]3[N:12]([C:15]4[S:19][C:18]([C:20]([NH2:22])=[O:21])=[C:17]([O:23][C@@H:24]([C:26]5[CH:31]=[CH:30][CH:29]=[CH:28][C:27]=5[C:32]([F:35])([F:34])[F:33])[CH3:25])[CH:16]=4)[CH:13]=[N:14][C:10]=3[CH:9]=2)[CH:5]=[CH:4][N:3]=1.[CH3:38][N:39]([CH3:44])[CH2:40][CH2:41][NH:42][CH3:43].CCO, predict the reaction product. The product is: [CH3:38][N:39]([CH3:44])[CH2:40][CH2:41][N:42]([CH3:43])[C:2]1[CH:7]=[C:6]([C:8]2[CH:37]=[CH:36][C:11]3[N:12]([C:15]4[S:19][C:18]([C:20]([NH2:22])=[O:21])=[C:17]([O:23][C@@H:24]([C:26]5[CH:31]=[CH:30][CH:29]=[CH:28][C:27]=5[C:32]([F:33])([F:35])[F:34])[CH3:25])[CH:16]=4)[CH:13]=[N:14][C:10]=3[CH:9]=2)[CH:5]=[CH:4][N:3]=1. (3) The product is: [NH2:19][CH2:18][CH2:17][CH:16]([OH:30])[CH2:15][N:12]1[CH2:11][CH2:10][N:9]([C:3]2[CH:4]=[CH:5][CH:6]=[C:7]([CH3:8])[C:2]=2[CH3:1])[CH2:14][CH2:13]1. Given the reactants [CH3:1][C:2]1[C:7]([CH3:8])=[CH:6][CH:5]=[CH:4][C:3]=1[N:9]1[CH2:14][CH2:13][N:12]([CH2:15][CH:16]([OH:30])[CH2:17][CH2:18][N:19]2C(=O)C3C(=CC=CC=3)C2=O)[CH2:11][CH2:10]1.O.NN, predict the reaction product. (4) Given the reactants [Cl:1][C:2]1[C:10]2[N:9]([CH:11]3[CH2:13][CH2:12]3)[CH2:8][C@@H:7]3[CH2:14][N:15](C(OC(C)(C)C)=O)[CH2:16][CH2:17][C:5]([C:6]=23)=[CH:4][CH:3]=1.Cl.C(OCC)(=O)C.C(=O)(O)[O-].[Na+], predict the reaction product. The product is: [Cl:1][C:2]1[C:10]2[N:9]([CH:11]3[CH2:13][CH2:12]3)[CH2:8][C@@H:7]3[CH2:14][NH:15][CH2:16][CH2:17][C:5]([C:6]=23)=[CH:4][CH:3]=1. (5) Given the reactants [CH3:1][C:2]1[CH:7]=[CH:6][C:5]([C:8]2[CH:13]=[CH:12][CH:11]=[CH:10][C:9]=2[C:14]([NH:16][C:17]2[CH:22]=[CH:21][C:20]([CH2:23][C:24]([O:26]CC)=[O:25])=[CH:19][CH:18]=2)=[O:15])=[CH:4][CH:3]=1.[OH-].[Na+], predict the reaction product. The product is: [CH3:1][C:2]1[CH:7]=[CH:6][C:5]([C:8]2[CH:13]=[CH:12][CH:11]=[CH:10][C:9]=2[C:14]([NH:16][C:17]2[CH:18]=[CH:19][C:20]([CH2:23][C:24]([OH:26])=[O:25])=[CH:21][CH:22]=2)=[O:15])=[CH:4][CH:3]=1. (6) Given the reactants [F:1][C:2]1[CH:7]=[CH:6][CH:5]=[CH:4][C:3]=1[C:8]1[C:13](=[O:14])[NH:12][C:11](=[O:15])[N:10]2[C@@H:16]([C:19]3[CH:24]=[CH:23][CH:22]=[CH:21][CH:20]=3)[CH2:17][S:18][C:9]=12.[C:38]1(P([C:38]2[CH:43]=[CH:42][CH:41]=[CH:40][CH:39]=2)[C:38]2[CH:43]=[CH:42][CH:41]=[CH:40][CH:39]=2)[CH:43]=[CH:42][CH:41]=[CH:40][CH:39]=1.[N:44](C(OCC)=O)=NC(OCC)=O.F[C:57](F)(F)[C:58](O)=O, predict the reaction product. The product is: [NH2:44][C@H:57]([C:38]1[CH:39]=[CH:40][CH:41]=[CH:42][CH:43]=1)[CH2:58][N:12]1[C:13](=[O:14])[C:8]([C:3]2[CH:4]=[CH:5][CH:6]=[CH:7][C:2]=2[F:1])=[C:9]2[S:18][CH2:17][C@H:16]([C:19]3[CH:20]=[CH:21][CH:22]=[CH:23][CH:24]=3)[N:10]2[C:11]1=[O:15]. (7) Given the reactants [NH:1]1[C:9]2[C:4](=[CH:5][CH:6]=[CH:7][CH:8]=2)[C:3](=O)[C:2]1=[O:11].[Cl:12][C:13]1[CH:14]=[C:15]([CH:17]=[CH:18][C:19]=1[Cl:20])[NH2:16], predict the reaction product. The product is: [Cl:12][C:13]1[CH:14]=[C:15]([N:16]=[C:3]2[C:4]3[C:9](=[CH:8][CH:7]=[CH:6][CH:5]=3)[NH:1][C:2]2=[O:11])[CH:17]=[CH:18][C:19]=1[Cl:20]. (8) Given the reactants [NH2:1][C:2]1[CH:7]=[CH:6][CH:5]=[CH:4][CH:3]=1.[CH3:8][C:9]1[CH:10]([C:17]2[CH:24]=[CH:23][CH:22]=[CH:21][C:18]=2[CH:19]=O)[C:11]([CH3:16])=[C:12]([CH3:15])[C:13]=1[CH3:14], predict the reaction product. The product is: [CH3:8][C:9]1[CH:10]([C:17]2[CH:24]=[CH:23][CH:22]=[CH:21][C:18]=2[CH:19]=[N:1][C:2]2[CH:7]=[CH:6][CH:5]=[CH:4][CH:3]=2)[C:11]([CH3:16])=[C:12]([CH3:15])[C:13]=1[CH3:14]. (9) Given the reactants [CH3:1][O:2][C:3](=[O:18])[C:4](=O)[CH2:5][C:6](=[O:16])/[CH:7]=[CH:8]/[C:9]1[CH:14]=[CH:13][C:12]([Cl:15])=[CH:11][CH:10]=1.C([O-])(=O)C.[NH4+:23], predict the reaction product. The product is: [CH3:1][O:2][C:3](=[O:18])/[C:4](/[NH2:23])=[CH:5]/[C:6](=[O:16])/[CH:7]=[CH:8]/[C:9]1[CH:14]=[CH:13][C:12]([Cl:15])=[CH:11][CH:10]=1. (10) The product is: [Cl:31][C:29]1[C:28]([C:32]#[N:33])=[C:27]([CH:34]2[CH2:35][N:36]([C:38]([O:40][C:41]([CH3:43])([CH3:42])[CH3:44])=[O:39])[CH2:37]2)[C:26]([O:45][CH3:46])=[C:25]([CH:22]([OH:24])[CH3:23])[CH:30]=1. Given the reactants CB1N2CCC[C@H]2C(C2C=CC=CC=2)(C2C=CC=CC=2)O1.[C:22]([C:25]1[C:26]([O:45][CH3:46])=[C:27]([CH:34]2[CH2:37][N:36]([C:38]([O:40][C:41]([CH3:44])([CH3:43])[CH3:42])=[O:39])[CH2:35]2)[C:28]([C:32]#[N:33])=[C:29]([Cl:31])[CH:30]=1)(=[O:24])[CH3:23], predict the reaction product.